This data is from Catalyst prediction with 721,799 reactions and 888 catalyst types from USPTO. The task is: Predict which catalyst facilitates the given reaction. (1) Product: [CH3:24][N:22]1[CH2:21][CH2:20][C:6]2[N:7](/[CH:11]=[C:12](/[C:14]3[CH:15]=[CH:16][N:17]=[CH:18][CH:19]=3)\[CH3:13])[C:8]3[CH:9]=[CH:10][C:2]([N:31]4[CH2:35][CH2:34][CH2:33][CH2:32]4)=[CH:3][C:4]=3[C:5]=2[CH2:23]1. The catalyst class is: 167. Reactant: Cl[C:2]1[CH:10]=[CH:9][C:8]2[N:7]([CH:11]=[C:12]([C:14]3[CH:19]=[CH:18][N:17]=[CH:16][CH:15]=3)[CH3:13])[C:6]3[CH2:20][CH2:21][N:22]([CH3:24])[CH2:23][C:5]=3[C:4]=2[CH:3]=1.CC(C)([O-])C.[Na+].[NH:31]1[CH2:35][CH2:34][CH2:33][CH2:32]1. (2) Reactant: [Cl:1][C:2]1[CH:7]=[CH:6][C:5]([C:8]2[CH:13]=[CH:12][C:11]([C:14]([F:17])([F:16])[F:15])=[C:10]([CH:18]3[C:20]4([C:24](=[O:25])[C:23]([CH3:27])([CH3:26])[O:22][C:21]4([CH3:29])[CH3:28])[O:19]3)[CH:9]=2)=[CH:4][CH:3]=1.S(=O)(=O)(O)O. Product: [Cl:1][C:2]1[CH:3]=[CH:4][C:5]([C:8]2[CH:13]=[CH:12][C:11]([C:14]([F:16])([F:17])[F:15])=[C:10]([CH:18]3[C:20](=[O:19])[C:21]([CH3:28])([CH3:29])[O:22][C:23]([CH3:27])([CH3:26])[C:24]3=[O:25])[CH:9]=2)=[CH:6][CH:7]=1. The catalyst class is: 68. (3) Reactant: [CH2:1]([NH:3][C:4]([C:6]1[C:10]([C:11]2[CH:16]=[CH:15][C:14]([CH2:17][N:18]3[CH2:23][CH2:22][O:21][CH2:20][CH2:19]3)=[CH:13][CH:12]=2)=[C:9]([C:24]2[CH:29]=[C:28]([CH2:30][CH2:31][C:32]3[CH:37]=[CH:36][CH:35]=[CH:34][CH:33]=3)[C:27]([O:38]CC3C=CC=CC=3)=[CH:26][C:25]=2[O:46]CC2C=CC=CC=2)[O:8][N:7]=1)=[O:5])[CH3:2].B(Cl)(Cl)[Cl:55]. Product: [ClH:55].[CH2:1]([NH:3][C:4]([C:6]1[C:10]([C:11]2[CH:12]=[CH:13][C:14]([CH2:17][N:18]3[CH2:19][CH2:20][O:21][CH2:22][CH2:23]3)=[CH:15][CH:16]=2)=[C:9]([C:24]2[CH:29]=[C:28]([CH2:30][CH2:31][C:32]3[CH:37]=[CH:36][CH:35]=[CH:34][CH:33]=3)[C:27]([OH:38])=[CH:26][C:25]=2[OH:46])[O:8][N:7]=1)=[O:5])[CH3:2]. The catalyst class is: 4. (4) Reactant: [F:1][C:2]([F:43])([F:42])[C:3]1[CH:4]=[C:5]([CH:35]=[C:36]([C:38]([F:41])([F:40])[F:39])[CH:37]=1)[CH2:6][N:7]1[C:11]([C:12]2[CH:17]=[CH:16][CH:15]=[CH:14][CH:13]=2)=[C:10]([C:18]2[O:22][N:21]=[C:20]([CH2:23][CH2:24][OH:25])[C:19]=2[C:26]([C:28]2[CH:33]=[CH:32][CH:31]=[CH:30][C:29]=2[Cl:34])=O)[N:9]=[N:8]1.Cl.[NH2:45][OH:46]. Product: [F:42][C:2]([F:43])([F:1])[C:3]1[CH:4]=[C:5]([CH:35]=[C:36]([C:38]([F:40])([F:39])[F:41])[CH:37]=1)[CH2:6][N:7]1[C:11]([C:12]2[CH:13]=[CH:14][CH:15]=[CH:16][CH:17]=2)=[C:10]([C:18]2[O:22][N:21]=[C:20]([CH2:23][CH2:24][OH:25])[C:19]=2[C:26]([C:28]2[CH:33]=[CH:32][CH:31]=[CH:30][C:29]=2[Cl:34])=[N:45][OH:46])[N:9]=[N:8]1. The catalyst class is: 17. (5) Reactant: [F:1][C:2]1[CH:11]=[C:10]2[C:5]([C:6]([N:19]3[C:27]4[C:22](=[N:23][CH:24]=[C:25](B(O)O)[CH:26]=4)[C:21]([CH3:32])([CH3:31])[CH2:20]3)=[C:7]([CH3:18])[C:8]([C:12]3[CH:17]=[CH:16][CH:15]=[CH:14][N:13]=3)=[N:9]2)=[CH:4][CH:3]=1.[CH:33]1[C:38](Cl)=[N:37][C:36]([NH2:40])=[N:35][CH:34]=1.C(=O)([O-])[O-].[Na+].[Na+]. Product: [F:1][C:2]1[CH:11]=[C:10]2[C:5]([C:6]([N:19]3[C:27]4[C:22](=[N:23][CH:24]=[C:25]([C:34]5[CH:33]=[CH:38][N:37]=[C:36]([NH2:40])[N:35]=5)[CH:26]=4)[C:21]([CH3:32])([CH3:31])[CH2:20]3)=[C:7]([CH3:18])[C:8]([C:12]3[CH:17]=[CH:16][CH:15]=[CH:14][N:13]=3)=[N:9]2)=[CH:4][CH:3]=1. The catalyst class is: 551. (6) Reactant: [F:1][C:2]1[C:11]2[C:6](=[CH:7][CH:8]=[CH:9][CH:10]=2)[C:5]([C:12]([OH:14])=[O:13])=[CH:4][CH:3]=1.[CH2:15](O)[CH3:16].S(=O)(=O)(O)O. Product: [CH2:15]([O:13][C:12]([C:5]1[C:6]2[C:11](=[CH:10][CH:9]=[CH:8][CH:7]=2)[C:2]([F:1])=[CH:3][CH:4]=1)=[O:14])[CH3:16]. The catalyst class is: 13. (7) Reactant: [N:1]1[CH:6]=[CH:5][CH:4]=[CH:3][C:2]=1[C:7]1[N:12]=[C:11]([CH3:13])[C:10]([C:14]([OH:16])=O)=[CH:9][N:8]=1.[CH3:17][O:18][C:19]1[N:24]=[C:23]2[C:25]([CH3:29])=[CH:26][N:27]([NH2:28])[C:22]2=[CH:21][CH:20]=1.CCN(C(C)C)C(C)C.CN(C(ON1N=NC2C=CC=NC1=2)=[N+](C)C)C.F[P-](F)(F)(F)(F)F. Product: [CH3:17][O:18][C:19]1[N:24]=[C:23]2[C:25]([CH3:29])=[CH:26][N:27]([NH:28][C:14]([C:10]3[C:11]([CH3:13])=[N:12][C:7]([C:2]4[CH:3]=[CH:4][CH:5]=[CH:6][N:1]=4)=[N:8][CH:9]=3)=[O:16])[C:22]2=[CH:21][CH:20]=1. The catalyst class is: 3. (8) Reactant: C[O:2][C:3](=[O:29])[CH2:4][C@@H:5]([NH:21][C:22]([O:24][C:25]([CH3:28])([CH3:27])[CH3:26])=[O:23])[C:6]1[CH:11]=[CH:10][C:9]([C:12](=[O:20])[NH:13][C:14]2[CH:19]=[CH:18][N:17]=[CH:16][CH:15]=2)=[CH:8][CH:7]=1.[Li+].[OH-].Cl. Product: [C:25]([O:24][C:22]([NH:21][C@@H:5]([C:6]1[CH:11]=[CH:10][C:9]([C:12](=[O:20])[NH:13][C:14]2[CH:19]=[CH:18][N:17]=[CH:16][CH:15]=2)=[CH:8][CH:7]=1)[CH2:4][C:3]([OH:29])=[O:2])=[O:23])([CH3:28])([CH3:26])[CH3:27]. The catalyst class is: 12. (9) Reactant: C([O:4][C:5]1[C:10]2[CH:11]=[CH:12][S:13][C:9]=2[CH:8]=[C:7]([C:14]([O-:16])=[O:15])[CH:6]=1)(=O)C.C(=O)([O-])[O-].[K+].[K+].[CH2:23](O)[CH3:24]. Product: [OH:4][C:5]1[C:10]2[CH:11]=[CH:12][S:13][C:9]=2[CH:8]=[C:7]([C:14]([O:16][CH2:23][CH3:24])=[O:15])[CH:6]=1. The catalyst class is: 4.